Dataset: Full USPTO retrosynthesis dataset with 1.9M reactions from patents (1976-2016). Task: Predict the reactants needed to synthesize the given product. The reactants are: Br[C:2]1[C:10]2[C:9]([NH:11][C@H:12]([C:14]3[N:19]([C:20]4[CH:25]=[CH:24][CH:23]=[CH:22][CH:21]=4)[C:18](=[O:26])[C:17]4=[C:27]([CH3:30])[CH:28]=[CH:29][N:16]4[N:15]=3)[CH3:13])=[N:8][CH:7]=[N:6][C:5]=2[N:4]([CH2:31][O:32][CH2:33][CH2:34][Si:35]([CH3:38])([CH3:37])[CH3:36])[CH:3]=1.[CH3:39][O:40][C:41]1[C:46]([NH:47][S:48]([CH3:51])(=[O:50])=[O:49])=[CH:45][C:44](B2OC(C)(C)C(C)(C)O2)=[CH:43][N:42]=1.C(=O)([O-])[O-].[Na+].[Na+]. Given the product [CH3:39][O:40][C:41]1[C:46]([NH:47][S:48]([CH3:51])(=[O:50])=[O:49])=[CH:45][C:44]([C:2]2[C:10]3[C:9]([NH:11][C@H:12]([C:14]4[N:19]([C:20]5[CH:25]=[CH:24][CH:23]=[CH:22][CH:21]=5)[C:18](=[O:26])[C:17]5=[C:27]([CH3:30])[CH:28]=[CH:29][N:16]5[N:15]=4)[CH3:13])=[N:8][CH:7]=[N:6][C:5]=3[N:4]([CH2:31][O:32][CH2:33][CH2:34][Si:35]([CH3:38])([CH3:37])[CH3:36])[CH:3]=2)=[CH:43][N:42]=1, predict the reactants needed to synthesize it.